Predict the reaction yield, written as a fraction of the theoretical maximum amount of product (1.0 means a 100% yield; for example, 0.34 means a 34% yield). From a dataset of Reaction yield outcomes from USPTO patents with 853,638 reactions. (1) The reactants are [Cl:1][C:2]1[CH:7]=[CH:6][C:5]([N:8]2[CH:12]=[CH:11][CH:10]=[N:9]2)=[CH:4][CH:3]=1.[Br:13]Br.OS([O-])=O.[Na+].C(=O)(O)[O-].[Na+]. The catalyst is C(O)(=O)C.O. The product is [Br:13][C:11]1[CH:10]=[N:9][N:8]([C:5]2[CH:4]=[CH:3][C:2]([Cl:1])=[CH:7][CH:6]=2)[CH:12]=1. The yield is 0.660. (2) The reactants are Br[C:2]1[CH:7]=[C:6]([CH3:8])[CH:5]=[C:4]([CH3:9])[C:3]=1[OH:10].[N:11]1[CH:16]=[CH:15][C:14](B(O)O)=[CH:13][CH:12]=1.C(=O)([O-])[O-].[Na+].[Na+].O. The product is [CH3:9][C:4]1[CH:5]=[C:6]([CH3:8])[CH:7]=[C:2]([C:14]2[CH:15]=[CH:16][N:11]=[CH:12][CH:13]=2)[C:3]=1[OH:10]. The yield is 0.300. The catalyst is C(COC)OC.O.C1C=CC(P(C2C=CC=CC=2)[C-]2C=CC=C2)=CC=1.C1C=CC(P(C2C=CC=CC=2)[C-]2C=CC=C2)=CC=1.Cl[Pd]Cl.[Fe+2]. (3) The reactants are O.C1(C)C=CC(S(O)(=O)=O)=CC=1.O[CH:14]1[C:20]2[CH:21]=[CH:22][C:23]([N:25]3[CH2:29][CH:28]([CH2:30][NH:31][C:32](=[O:34])[CH3:33])[O:27][C:26]3=[O:35])=[CH:24][C:19]=2[CH2:18][CH2:17][CH2:16][CH2:15]1. The catalyst is CN(C=O)C.C1(C)C=CC=CC=1. The product is [CH:24]1[C:19]2[CH2:18][CH2:17][CH2:16][CH:15]=[CH:14][C:20]=2[CH:21]=[CH:22][C:23]=1[N:25]1[CH2:29][CH:28]([CH2:30][NH:31][C:32](=[O:34])[CH3:33])[O:27][C:26]1=[O:35]. The yield is 0.720. (4) The reactants are [N+:1]([C:4]1[CH:5]=[C:6]([CH:10]=[CH:11][C:12](O)=O)[CH:7]=[CH:8][CH:9]=1)([O-])=O.C(Cl)(=O)C(Cl)=O.C[N:22]([CH:24]=[O:25])C.[F:26][C:27]([F:34])([F:33])C(OCC)=O. The catalyst is ClCCl. The product is [NH2:1][C:4]1[CH:5]=[C:6]([CH2:10][CH2:11][CH2:12][NH:22][C:24](=[O:25])[C:27]([F:34])([F:33])[F:26])[CH:7]=[CH:8][CH:9]=1. The yield is 0.230. (5) The reactants are [F:1][C:2]([F:18])([F:17])[C:3]1[CH:4]=[CH:5][C:6]([C:9]2[CH:10]=[C:11]([CH:14]=[CH:15][CH:16]=2)[CH2:12][NH2:13])=[N:7][CH:8]=1.[CH2:19]([N:21]([CH2:32][C:33](O)=[O:34])[S:22]([C:25]1[CH:30]=[CH:29][C:28]([F:31])=[CH:27][CH:26]=1)(=[O:24])=[O:23])[CH3:20].CN(C(ON1N=NC2C=CC=NC1=2)=[N+](C)C)C.F[P-](F)(F)(F)(F)F.C(N(CC)C(C)C)(C)C.OS([O-])(=O)=O.[K+]. The catalyst is C(Cl)Cl. The product is [CH2:19]([N:21]([S:22]([C:25]1[CH:26]=[CH:27][C:28]([F:31])=[CH:29][CH:30]=1)(=[O:24])=[O:23])[CH2:32][C:33]([NH:13][CH2:12][C:11]1[CH:14]=[CH:15][CH:16]=[C:9]([C:6]2[CH:5]=[CH:4][C:3]([C:2]([F:17])([F:1])[F:18])=[CH:8][N:7]=2)[CH:10]=1)=[O:34])[CH3:20]. The yield is 0.840. (6) The reactants are Cl[CH2:2][C:3]([C:5]1[CH:6]=[C:7]([OH:12])[C:8](=[CH:10][CH:11]=1)[OH:9])=[O:4].C([O-])=[O:14].[Na+].Cl.[Na].[Cl-]. The catalyst is C(O)=O.O. The product is [OH:14][CH2:2][C:3]([C:5]1[CH:6]=[C:7]([OH:12])[C:8](=[CH:10][CH:11]=1)[OH:9])=[O:4]. The yield is 0.959. (7) The reactants are C([SiH](CC)CC)C.[Br:8][C:9]1[N:14]=[C:13]([C:15]([C:18]2[CH:23]=[CH:22][CH:21]=[CH:20][CH:19]=2)(O)[CH3:16])[CH:12]=[CH:11][CH:10]=1.FC(F)(F)C(O)=O. The catalyst is ClCCl. The product is [Br:8][C:9]1[CH:10]=[CH:11][CH:12]=[C:13]([C:15]([C:18]2[CH:19]=[CH:20][CH:21]=[CH:22][CH:23]=2)=[CH2:16])[N:14]=1. The yield is 0.700. (8) The reactants are [N+:1]([C:4]1[CH:9]=[CH:8][C:7]([C:10]([CH3:17])([CH3:16])[C:11]([O:13][CH2:14][CH3:15])=[O:12])=[CH:6][CH:5]=1)([O-])=O.C([O-])=O.[K+]. The catalyst is CCO.O.[Pd]. The product is [NH2:1][C:4]1[CH:5]=[CH:6][C:7]([C:10]([CH3:16])([CH3:17])[C:11]([O:13][CH2:14][CH3:15])=[O:12])=[CH:8][CH:9]=1. The yield is 0.850. (9) The reactants are [CH:1]1([N:4]([C:19]2[N:24]=[C:23]([S:25][C:26]#[N:27])[C:22]([N+:28]([O-])=O)=[CH:21][N:20]=2)[C:5]2[CH:6]=[C:7]([NH:11][C:12](=[O:18])[O:13][C:14]([CH3:17])([CH3:16])[CH3:15])[CH:8]=[CH:9][CH:10]=2)[CH2:3][CH2:2]1.CN1CCCC1=O.O.[Cl-].[Ca+2].[Cl-]. The catalyst is C(O)C. The product is [NH2:27][C:26]1[S:25][C:23]2[N:24]=[C:19]([N:4]([CH:1]3[CH2:3][CH2:2]3)[C:5]3[CH:6]=[C:7]([NH:11][C:12](=[O:18])[O:13][C:14]([CH3:17])([CH3:16])[CH3:15])[CH:8]=[CH:9][CH:10]=3)[N:20]=[CH:21][C:22]=2[N:28]=1. The yield is 0.390. (10) The reactants are [CH2:1]([N:8]([CH2:27][C:28]1[CH:33]=[CH:32][CH:31]=[CH:30][CH:29]=1)[C@@H:9]([CH2:16][C:17]1[CH:22]=[CH:21][C:20]([C:23]([F:26])([F:25])[F:24])=[CH:19][CH:18]=1)[C:10](N(OC)C)=[O:11])[C:2]1[CH:7]=[CH:6][CH:5]=[CH:4][CH:3]=1.[CH3:34][Mg]Br.CCOCC. The catalyst is C1COCC1. The product is [CH2:27]([N:8]([CH2:1][C:2]1[CH:7]=[CH:6][CH:5]=[CH:4][CH:3]=1)[C@@H:9]([CH2:16][C:17]1[CH:18]=[CH:19][C:20]([C:23]([F:26])([F:25])[F:24])=[CH:21][CH:22]=1)[C:10](=[O:11])[CH3:34])[C:28]1[CH:33]=[CH:32][CH:31]=[CH:30][CH:29]=1. The yield is 0.856.